Dataset: Full USPTO retrosynthesis dataset with 1.9M reactions from patents (1976-2016). Task: Predict the reactants needed to synthesize the given product. Given the product [Cl:17][C:13]1[CH:14]=[C:15]([Cl:16])[C:10]2[O:9][CH:8]([CH:18]([CH3:20])[CH3:19])[C:7](=[O:21])[N:6]([CH2:5][CH2:4][C:3]([OH:22])=[O:2])[C:11]=2[CH:12]=1, predict the reactants needed to synthesize it. The reactants are: C[O:2][C:3](=[O:22])[CH2:4][CH2:5][N:6]1[C:11]2[CH:12]=[C:13]([Cl:17])[CH:14]=[C:15]([Cl:16])[C:10]=2[O:9][CH:8]([CH:18]([CH3:20])[CH3:19])[C:7]1=[O:21].[OH-].[Na+].